Dataset: Full USPTO retrosynthesis dataset with 1.9M reactions from patents (1976-2016). Task: Predict the reactants needed to synthesize the given product. (1) Given the product [CH3:1][C:2]1([CH3:20])[CH2:3][CH2:4][CH:5]([C:8]2[CH:13]=[CH:12][CH:11]=[CH:10][C:9]=2[N:14]2[CH2:19][CH2:18][N:17]([CH2:26][C:22]3[O:21][CH:25]=[CH:24][CH:23]=3)[CH2:16][CH2:15]2)[CH2:6][CH2:7]1, predict the reactants needed to synthesize it. The reactants are: [CH3:1][C:2]1([CH3:20])[CH2:7][CH2:6][CH:5]([C:8]2[CH:13]=[CH:12][CH:11]=[CH:10][C:9]=2[N:14]2[CH2:19][CH2:18][NH:17][CH2:16][CH2:15]2)[CH2:4][CH2:3]1.[O:21]1[CH:25]=[CH:24][CH:23]=[C:22]1[CH:26]=O.C(O[BH-](OC(=O)C)OC(=O)C)(=O)C.[Na+].C(=O)([O-])O.[Na+]. (2) The reactants are: [NH2:1][C:2]1[C:13]([Br:14])=[CH:12][C:5]2[N:6]([CH3:11])[C:7](=[O:10])[N:8]([CH3:9])[C:4]=2[CH:3]=1.C(N(CC)CC)C.[F:22][C:23]([F:34])([F:33])[C:24](O[C:24](=[O:25])[C:23]([F:34])([F:33])[F:22])=[O:25]. Given the product [Br:14][C:13]1[C:2]([NH:1][C:24](=[O:25])[C:23]([F:34])([F:33])[F:22])=[CH:3][C:4]2[N:8]([CH3:9])[C:7](=[O:10])[N:6]([CH3:11])[C:5]=2[CH:12]=1, predict the reactants needed to synthesize it. (3) Given the product [OH:4][C:5]1[CH:10]=[C:9]([OH:11])[CH:8]=[CH:7][C:6]=1[C:13]1[CH:18]=[CH:17][CH:16]=[C:15]([C:19]([NH:21][C:22]2[N:27]=[CH:26][C:25]([C:28]3[O:32][C:31]([CH3:33])=[C:30]([C:34]([OH:36])=[O:35])[CH:29]=3)=[CH:24][CH:23]=2)=[O:20])[CH:14]=1, predict the reactants needed to synthesize it. The reactants are: N#N.C[O:4][C:5]1[CH:10]=[C:9]([O:11]C)[CH:8]=[CH:7][C:6]=1[C:13]1[CH:18]=[CH:17][CH:16]=[C:15]([C:19]([NH:21][C:22]2[N:27]=[CH:26][C:25]([C:28]3[O:32][C:31]([CH3:33])=[C:30]([C:34]([OH:36])=[O:35])[CH:29]=3)=[CH:24][CH:23]=2)=[O:20])[CH:14]=1.B(Br)(Br)Br. (4) Given the product [OH:2][CH2:1][C:3]1[C:7]2[CH:8]=[CH:9][CH:10]=[C:11]([C:12]([O:14][CH3:15])=[O:13])[C:6]=2[S:5][CH:4]=1, predict the reactants needed to synthesize it. The reactants are: [CH:1]([C:3]1[C:7]2[CH:8]=[CH:9][CH:10]=[C:11]([C:12]([O:14][CH3:15])=[O:13])[C:6]=2[S:5][CH:4]=1)=[O:2].[BH4-].[Na+].CC(C)=O. (5) Given the product [F:18][C:12]1[CH:13]=[CH:14][CH:15]=[C:16]([F:17])[C:11]=1[CH:10]1[CH2:9][O:8][C:7]2[CH:6]=[CH:5][CH:4]=[N:3][C:2]=2[NH:19]1, predict the reactants needed to synthesize it. The reactants are: Br[C:2]1[C:7]([O:8][CH2:9][CH:10]([NH2:19])[C:11]2[C:16]([F:17])=[CH:15][CH:14]=[CH:13][C:12]=2[F:18])=[CH:6][CH:5]=[CH:4][N:3]=1.CC1(C)C2C(=C(P(C3C=CC=CC=3)C3C=CC=CC=3)C=CC=2)OC2C(P(C3C=CC=CC=3)C3C=CC=CC=3)=CC=CC1=2.C([O-])([O-])=O.[Cs+].[Cs+].CCOC(C)=O.CCCCCC. (6) The reactants are: [CH2:1]([C@@:4]1([CH3:31])[CH2:9][C@H:8]([C:10]2[CH:15]=[CH:14][CH:13]=[C:12]([Cl:16])[CH:11]=2)[C@@H:7]([C:17]2[CH:22]=[CH:21][C:20]([Cl:23])=[CH:19][CH:18]=2)[N:6]([C@@H:24]([CH2:28][CH3:29])[CH2:25][CH:26]=[O:27])[C:5]1=[O:30])[CH:2]=[CH2:3].[CH:32]1([Mg]Br)[CH2:34][CH2:33]1. Given the product [CH2:1]([C@@:4]1([CH3:31])[CH2:9][C@H:8]([C:10]2[CH:15]=[CH:14][CH:13]=[C:12]([Cl:16])[CH:11]=2)[C@@H:7]([C:17]2[CH:18]=[CH:19][C:20]([Cl:23])=[CH:21][CH:22]=2)[N:6]([C@@H:24]([CH2:28][CH3:29])[CH2:25][CH:26]([CH:32]2[CH2:34][CH2:33]2)[OH:27])[C:5]1=[O:30])[CH:2]=[CH2:3], predict the reactants needed to synthesize it. (7) Given the product [CH3:2][C:1]1[C:4]([C:5]([O:11][CH2:32][CH2:33][CH2:34][CH3:35])=[O:27])=[CH:9][N:24]([C:19]2[CH:20]=[CH:21][CH:22]=[C:23]3[C:18]=2[CH:17]=[CH:16][CH:15]=[N:14]3)[N:25]=1, predict the reactants needed to synthesize it. The reactants are: [C:1]([C:4]1[C:5](=[O:11])NC(=O)N[CH:9]=1)(=O)[CH3:2].Cl.Cl.[N:14]1[C:23]2[C:18](=[C:19]([NH:24][NH2:25])[CH:20]=[CH:21][CH:22]=2)[CH:17]=[CH:16][CH:15]=1.Cl.[OH:27]S(O)(=O)=O.[CH2:32](O)[CH2:33][CH2:34][CH3:35].